From a dataset of Forward reaction prediction with 1.9M reactions from USPTO patents (1976-2016). Predict the product of the given reaction. (1) Given the reactants [C:1]([O:5][C:6]([NH:8][C@H:9]([C:12]([OH:14])=[O:13])[CH2:10][OH:11])=[O:7])([CH3:4])([CH3:3])[CH3:2].[H-].[Na+].[CH2:17](Br)[CH:18]=[CH2:19], predict the reaction product. The product is: [C:1]([O:5][C:6]([NH:8][C@H:9]([C:12]([OH:14])=[O:13])[CH2:10][O:11][CH2:19][CH:18]=[CH2:17])=[O:7])([CH3:4])([CH3:2])[CH3:3]. (2) The product is: [C:2]([O:6][C:7](=[O:10])[CH2:8][NH:9][S:37]([C:34]1[CH:33]=[CH:32][C:31]([O:30][CH2:23][C:24]2[CH:25]=[CH:26][CH:27]=[CH:28][CH:29]=2)=[CH:36][CH:35]=1)(=[O:39])=[O:38])([CH3:5])([CH3:4])[CH3:3]. Given the reactants Cl.[C:2]([O:6][C:7](=[O:10])[CH2:8][NH2:9])([CH3:5])([CH3:4])[CH3:3].CN(C)C=O.C(N(CC)CC)C.[CH2:23]([O:30][C:31]1[CH:36]=[CH:35][C:34]([S:37](Cl)(=[O:39])=[O:38])=[CH:33][CH:32]=1)[C:24]1[CH:29]=[CH:28][CH:27]=[CH:26][CH:25]=1, predict the reaction product. (3) Given the reactants Br[C:2]1[CH:3]=[C:4]([OH:14])[CH:5]=[C:6]([O:8][C@@H:9]([CH3:13])[CH2:10][O:11][CH3:12])[CH:7]=1.[B:15]1([B:15]2[O:19][C:18]([CH3:21])([CH3:20])[C:17]([CH3:23])([CH3:22])[O:16]2)[O:19][C:18]([CH3:21])([CH3:20])[C:17]([CH3:23])([CH3:22])[O:16]1.C([O-])(=O)C.[K+].O, predict the reaction product. The product is: [CH3:12][O:11][CH2:10][C@H:9]([CH3:13])[O:8][C:6]1[CH:5]=[C:4]([OH:14])[CH:3]=[C:2]([B:15]2[O:19][C:18]([CH3:21])([CH3:20])[C:17]([CH3:23])([CH3:22])[O:16]2)[CH:7]=1. (4) Given the reactants [NH2:1][CH2:2][C:3]1[CH:4]=[C:5]([C:9]2[N:17]3[C:12]([C:13]([NH2:18])=[N:14][CH:15]=[N:16]3)=[C:11]([C:19]3[CH:20]=[CH:21][C:22]4[C:26]([CH:27]=3)=[N:25][N:24]([CH2:28][C:29]3[CH:34]=[CH:33][CH:32]=[CH:31][CH:30]=3)[CH:23]=4)[CH:10]=2)[CH:6]=[CH:7][CH:8]=1.[C:35]1(=O)[CH2:40][CH2:39][CH2:38][CH2:37][CH2:36]1, predict the reaction product. The product is: [CH2:28]([N:24]1[CH:23]=[C:22]2[C:26]([CH:27]=[C:19]([C:11]3[CH:10]=[C:9]([C:5]4[CH:6]=[CH:7][CH:8]=[C:3]([CH2:2][NH:1][CH:35]5[CH2:40][CH2:39][CH2:38][CH2:37][CH2:36]5)[CH:4]=4)[N:17]4[C:12]=3[C:13]([NH2:18])=[N:14][CH:15]=[N:16]4)[CH:20]=[CH:21]2)=[N:25]1)[C:29]1[CH:34]=[CH:33][CH:32]=[CH:31][CH:30]=1. (5) Given the reactants [C:1]1([CH2:7][CH2:8][CH2:9][CH2:10][CH2:11][CH2:12][CH2:13][CH2:14][NH:15][C:16](=[O:44])[C:17]2[CH:22]=[C:21]([C:23]3[CH:28]=[CH:27][CH:26]=[C:25]([C:29]([F:32])([F:31])[F:30])[CH:24]=3)[C:20]([OH:33])=[C:19](C3C=CC=C(C(F)(F)F)C=3)[CH:18]=2)[CH:6]=[CH:5][CH:4]=[CH:3][CH:2]=1.[K+].[Br-:46], predict the reaction product. The product is: [C:1]1([CH2:7][CH2:8][CH2:9][CH2:10][CH2:11][CH2:12][CH2:13][CH2:14][NH:15][C:16]([C:17]2[CH:22]=[C:21]([C:23]3[CH:28]=[CH:27][CH:26]=[C:25]([C:29]([F:32])([F:31])[F:30])[CH:24]=3)[C:20]([OH:33])=[C:19]([Br:46])[CH:18]=2)=[O:44])[CH:6]=[CH:5][CH:4]=[CH:3][CH:2]=1.